The task is: Predict the reaction yield, written as a fraction of the theoretical maximum amount of product (1.0 means a 100% yield; for example, 0.34 means a 34% yield).. This data is from Reaction yield outcomes from USPTO patents with 853,638 reactions. (1) The reactants are [C:1]1([C:7]2[C:17]3[O:16][CH2:15][CH2:14][N:13](C(OC(C)(C)C)=O)[CH2:12][C:11]=3[CH:10]=[CH:9][CH:8]=2)[CH2:6][CH2:5][CH2:4][CH2:3][CH:2]=1.C(OCC)(=O)C.[ClH:31]. The catalyst is C(OCC)(=O)C. The product is [ClH:31].[C:1]1([C:7]2[C:17]3[O:16][CH2:15][CH2:14][NH:13][CH2:12][C:11]=3[CH:10]=[CH:9][CH:8]=2)[CH2:6][CH2:5][CH2:4][CH2:3][CH:2]=1. The yield is 0.818. (2) The reactants are Br[C:2]1[C:3]([NH2:9])=[N:4][C:5]([CH3:8])=[CH:6][CH:7]=1.C([O-])(=O)C.[K+].[CH3:15][C:16]1([CH3:32])[C:20]([CH3:22])([CH3:21])[O:19][B:18]([B:18]2[O:19][C:20]([CH3:22])([CH3:21])[C:16]([CH3:32])([CH3:15])[O:17]2)[O:17]1.O1CCOCC1. The catalyst is C1C=CC(P(C2C=CC=CC=2)[C-]2C=CC=C2)=CC=1.C1C=CC(P(C2C=CC=CC=2)[C-]2C=CC=C2)=CC=1.Cl[Pd]Cl.[Fe+2].ClCCl.CCOC(C)=O. The product is [CH3:8][C:5]1[N:4]=[C:3]([NH2:9])[C:2]([B:18]2[O:19][C:20]([CH3:22])([CH3:21])[C:16]([CH3:32])([CH3:15])[O:17]2)=[CH:7][CH:6]=1. The yield is 0.200. (3) The reactants are [CH2:1]([C:5]1[N:6]=[C:7]([CH3:27])[NH:8][C:9](=[O:26])[C:10]=1[CH2:11][C:12]1[CH:17]=[CH:16][C:15]([C:18]2[C:19]([C:24]#[N:25])=[CH:20][CH:21]=[CH:22][CH:23]=2)=[CH:14][CH:13]=1)[CH2:2][CH2:3][CH3:4].N(C(N1CCCCC1)=O)=NC(N1CCCCC1)=O.C(P(CCCC)CCCC)CCC.[Cl:59][C:60]1[CH:61]=[CH:62][C:63]2[S:67][CH:66]=[C:65]([CH2:68]O)[C:64]=2[CH:70]=1. The catalyst is C(OCC)(=O)C.O1CCCC1. The product is [CH2:1]([C:5]1[N:6]=[C:7]([CH3:27])[N:8]([CH2:68][C:65]2[C:64]3[CH:70]=[C:60]([Cl:59])[CH:61]=[CH:62][C:63]=3[S:67][CH:66]=2)[C:9](=[O:26])[C:10]=1[CH2:11][C:12]1[CH:17]=[CH:16][C:15]([C:18]2[C:19]([C:24]#[N:25])=[CH:20][CH:21]=[CH:22][CH:23]=2)=[CH:14][CH:13]=1)[CH2:2][CH2:3][CH3:4]. The yield is 0.550. (4) The reactants are S(=O)(=O)(O)O.[OH:6][C:7]1[CH:12]=[CH:11][C:10]([N:13]2[C:17](=[O:18])[CH2:16][CH:15]([C:19]([OH:21])=[O:20])[CH2:14]2)=[CH:9][CH:8]=1.[CH3:22]O. No catalyst specified. The product is [OH:6][C:7]1[CH:8]=[CH:9][C:10]([N:13]2[C:17](=[O:18])[CH2:16][CH:15]([C:19]([O:21][CH3:22])=[O:20])[CH2:14]2)=[CH:11][CH:12]=1. The yield is 0.890.